This data is from Experimental lipophilicity measurements (octanol/water distribution) for 4,200 compounds from AstraZeneca. The task is: Regression/Classification. Given a drug SMILES string, predict its absorption, distribution, metabolism, or excretion properties. Task type varies by dataset: regression for continuous measurements (e.g., permeability, clearance, half-life) or binary classification for categorical outcomes (e.g., BBB penetration, CYP inhibition). For this dataset (lipophilicity_astrazeneca), we predict Y. (1) The molecule is CCC(c1nc2ccsc2c(=O)n1Cc1cscn1)N(CCCN)C(=O)c1ccc(C)cc1. The Y is 0.0200 logD. (2) The compound is O=c1cc(N2CCOCC2)nc2n(Cc3cccc4ccccc34)ccn12. The Y is 3.30 logD. (3) The drug is NC1(c2ccc(-c3ncc4ccncc4c3-c3ccccc3)cc2)CCC1. The Y is 2.20 logD. (4) The compound is C[C@H]1C[C@@H](NS(=O)(=O)c2cc(Br)ccc2Br)CN1C#N. The Y is 2.13 logD.